This data is from Full USPTO retrosynthesis dataset with 1.9M reactions from patents (1976-2016). The task is: Predict the reactants needed to synthesize the given product. Given the product [OH:26][C@@H:21]1[CH2:22][CH2:23][CH2:24][CH2:25][C@H:20]1[NH:19][C:2]([C:12]1[CH:17]=[CH:16][CH:15]=[CH:14][CH:13]=1)=[C:3]([N+:9]([O-:11])=[O:10])[C:4]([O:6][CH2:7][CH3:8])=[O:5], predict the reactants needed to synthesize it. The reactants are: I[C:2]([C:12]1[CH:17]=[CH:16][CH:15]=[CH:14][CH:13]=1)=[C:3]([N+:9]([O-:11])=[O:10])[C:4]([O:6][CH2:7][CH3:8])=[O:5].Cl.[NH2:19][C@@H:20]1[CH2:25][CH2:24][CH2:23][CH2:22][C@H:21]1[OH:26].C(N(CC)CC)C.C(=O)([O-])O.[Na+].